This data is from Full USPTO retrosynthesis dataset with 1.9M reactions from patents (1976-2016). The task is: Predict the reactants needed to synthesize the given product. (1) Given the product [F:38][C:39]1[CH:47]=[CH:46][CH:45]=[C:44]2[C:40]=1[CH:41]=[C:42]([C:2]1[N:7]=[C:6]([C:8]3[C:9]([N:28]([CH3:33])[S:29]([CH3:32])(=[O:30])=[O:31])=[CH:10][C:11]4[O:15][C:14]([C:16]5[CH:21]=[CH:20][C:19]([F:22])=[CH:18][CH:17]=5)=[C:13]([C:23]([NH:25][CH3:26])=[O:24])[C:12]=4[CH:27]=3)[CH:5]=[CH:4][C:3]=1[CH2:34][CH2:35][CH2:36][OH:37])[NH:43]2, predict the reactants needed to synthesize it. The reactants are: Cl[C:2]1[N:7]=[C:6]([C:8]2[C:9]([N:28]([CH3:33])[S:29]([CH3:32])(=[O:31])=[O:30])=[CH:10][C:11]3[O:15][C:14]([C:16]4[CH:21]=[CH:20][C:19]([F:22])=[CH:18][CH:17]=4)=[C:13]([C:23]([NH:25][CH3:26])=[O:24])[C:12]=3[CH:27]=2)[CH:5]=[CH:4][C:3]=1[CH2:34][CH2:35][CH2:36][OH:37].[F:38][C:39]1[CH:47]=[CH:46][CH:45]=[C:44]2[C:40]=1[CH:41]=[C:42](B1OC(C)(C)C(C)(C)O1)[NH:43]2.C(=O)([O-])[O-].[Cs+].[Cs+].O1CCOCC1. (2) The reactants are: [S:1]1[CH:5]=[CH:4][CH:3]=[C:2]1[C:6]1[CH:11]=[CH:10][N:9]=[C:8]2[NH:12][CH:13]=[N:14][C:7]=12.C(O[C@@H:19]1[O:31][C@H:30]([CH2:32][O:33]C(=O)C)[C@@H:25]([O:26]C(=O)C)[C@H:20]1[O:21]C(=O)C)(=O)C.ClCC(O)=O. Given the product [S:1]1[CH:5]=[CH:4][CH:3]=[C:2]1[C:6]1[CH:11]=[CH:10][N:9]=[C:8]2[N:12]([C@@H:19]3[O:31][C@H:30]([CH2:32][OH:33])[C@@H:25]([OH:26])[C@H:20]3[OH:21])[CH:13]=[N:14][C:7]=12, predict the reactants needed to synthesize it. (3) Given the product [CH3:23][N:19]1[CH:20]=[CH:21][N:22]=[C:18]1[NH:15][C:11]1[CH:12]=[CH:13][CH:14]=[C:9]([B:4]2[O:3][C:2]([CH3:16])([CH3:1])[C:6]([CH3:7])([CH3:8])[O:5]2)[CH:10]=1, predict the reactants needed to synthesize it. The reactants are: [CH3:1][C:2]1([CH3:16])[C:6]([CH3:8])([CH3:7])[O:5][B:4]([C:9]2[CH:10]=[C:11]([NH2:15])[CH:12]=[CH:13][CH:14]=2)[O:3]1.Br[C:18]1[N:19]([CH3:23])[CH:20]=[CH:21][N:22]=1. (4) Given the product [CH3:14][CH:13]([O:15][C:16]1[CH:21]=[CH:20][CH:19]=[CH:18][C:17]=1[NH2:22])[CH2:12][C:3]1[C:4]2[C:9](=[CH:8][CH:7]=[CH:6][CH:5]=2)[CH:10]=[CH:11][C:2]=1[CH3:1], predict the reactants needed to synthesize it. The reactants are: [CH3:1][C:2]1[CH:11]=[CH:10][C:9]2[C:4](=[CH:5][CH:6]=[CH:7][CH:8]=2)[C:3]=1[CH2:12][CH:13]([O:15][C:16]1[CH:21]=[CH:20][CH:19]=[CH:18][C:17]=1[N+:22]([O-])=O)[CH3:14].C(Cl)Cl. (5) Given the product [O:50]=[S:2]1(=[O:1])[CH2:7][CH2:6][N:5]([CH2:8][CH2:9][NH:10][C@:11]23[CH2:46][CH2:45][C:44](=[CH:47][CH3:48])[C@@H:12]2[C@@H:13]2[C@@:26]([CH3:29])([CH2:27][CH2:28]3)[C@@:25]3([CH3:30])[C@@H:16]([C@:17]4([CH3:43])[C@@H:22]([CH2:23][CH2:24]3)[C:21]([CH3:32])([CH3:31])[C:20]([C:33]3[CH:42]=[CH:41][C:36]([C:37]([O:39][CH3:40])=[O:38])=[CH:35][CH:34]=3)=[CH:19][CH2:18]4)[CH2:15][CH2:14]2)[CH2:4][CH2:3]1, predict the reactants needed to synthesize it. The reactants are: [O:1]=[S:2]1(=[O:50])[CH2:7][CH2:6][N:5]([CH2:8][CH2:9][NH:10][C@:11]23[CH2:46][CH2:45][C@@H:44]([C@H:47](O)[CH3:48])[C@@H:12]2[C@@H:13]2[C@@:26]([CH3:29])([CH2:27][CH2:28]3)[C@@:25]3([CH3:30])[C@@H:16]([C@:17]4([CH3:43])[C@@H:22]([CH2:23][CH2:24]3)[C:21]([CH3:32])([CH3:31])[C:20]([C:33]3[CH:42]=[CH:41][C:36]([C:37]([O:39][CH3:40])=[O:38])=[CH:35][CH:34]=3)=[CH:19][CH2:18]4)[CH2:15][CH2:14]2)[CH2:4][CH2:3]1.C(OCC([C@H]1[C@@H]2[C@@H]3[C@@](C)(CC[C@@]2(NCCN2CCS(=O)(=O)CC2)CC1)[C@@]1(C)[C@@H]([C@]2(C)[C@@H](CC1)C(C)(C)C(C1C=CC(C(OC)=O)=CC=1)=CC2)CC3)(O)C)(=O)C.CCN(S(F)(F)F)CC.C(O)(C(F)(F)F)=O. (6) Given the product [NH2:1][C@H:2]1[CH2:7][CH2:6][C@H:5]([O:8][C:12]2[CH:19]=[CH:18][C:15]([C:16]#[N:17])=[CH:14][CH:13]=2)[CH2:4][CH2:3]1, predict the reactants needed to synthesize it. The reactants are: [NH2:1][C@H:2]1[CH2:7][CH2:6][C@H:5]([OH:8])[CH2:4][CH2:3]1.[H-].[Na+].F[C:12]1[CH:19]=[CH:18][C:15]([C:16]#[N:17])=[CH:14][CH:13]=1.